Dataset: Full USPTO retrosynthesis dataset with 1.9M reactions from patents (1976-2016). Task: Predict the reactants needed to synthesize the given product. (1) Given the product [OH:6][C@@H:5]([CH2:4][OH:3])[C:7]([N:9]1[CH2:14][CH2:13][C:12]([C:15]2[C:20]([F:21])=[CH:19][C:18]([N:22]3[CH2:26][C@H:25]([CH2:27][NH:28][C:36]4[CH:41]=[N:40][CH:39]=[CH:38][N:37]=4)[O:24][C:23]3=[O:42])=[CH:17][C:16]=2[F:43])=[CH:11][CH2:10]1)=[O:8], predict the reactants needed to synthesize it. The reactants are: CC1(C)[O:6][C@H:5]([C:7]([N:9]2[CH2:14][CH2:13][C:12]([C:15]3[C:20]([F:21])=[CH:19][C:18]([N:22]4[CH2:26][C@H:25]([CH2:27][N:28]([C:36]5[CH:41]=[N:40][CH:39]=[CH:38][N:37]=5)C(OC(C)(C)C)=O)[O:24][C:23]4=[O:42])=[CH:17][C:16]=3[F:43])=[CH:11][CH2:10]2)=[O:8])[CH2:4][O:3]1.FC(F)(F)C(O)=O.O. (2) Given the product [Cl:1][C:2]1[CH:28]=[N:27][C:5]2[NH:6][C:7]3[C:12]([C:4]=2[CH:3]=1)=[C:11]([C:13]1[CH:18]=[CH:17][CH:16]=[C:15]([S:19]([CH2:22][CH3:23])(=[O:21])=[O:20])[CH:14]=1)[CH:10]=[CH:9][C:8]=3[OH:24], predict the reactants needed to synthesize it. The reactants are: [Cl:1][C:2]1[CH:28]=[N:27][C:5]2[NH:6][C:7]3[C:8](OC)([OH:24])[CH2:9][CH:10]=[C:11]([C:13]4[CH:18]=[CH:17][CH:16]=[C:15]([S:19]([CH2:22][CH3:23])(=[O:21])=[O:20])[CH:14]=4)[C:12]=3[C:4]=2[CH:3]=1.C(S(C1C=C(C2C=CC(O)=C3C=2C2C=C(C)C=NC=2N3)C=CC=1)(=O)=O)C. (3) Given the product [CH2:8]([O:10][C:11]([C:13]1[CH:14]=[N:15][N:16]([CH3:19])[C:17]=1[N:3]1[CH:7]=[CH:6][CH:5]=[N:4]1)=[O:12])[CH3:9], predict the reactants needed to synthesize it. The reactants are: [H-].[Na+].[NH:3]1[CH:7]=[CH:6][CH:5]=[N:4]1.[CH2:8]([O:10][C:11]([C:13]1[CH:14]=[N:15][N:16]([CH3:19])[C:17]=1Cl)=[O:12])[CH3:9].O. (4) Given the product [I:10][C:11]1[CH:12]=[C:13]2[C:17](=[CH:18][CH:19]=1)[N:16]([CH2:3][CH2:4][N:5]1[CH2:9][CH2:8][CH2:7][CH2:6]1)[N:15]=[CH:14]2, predict the reactants needed to synthesize it. The reactants are: Cl.Cl[CH2:3][CH2:4][N:5]1[CH2:9][CH2:8][CH2:7][CH2:6]1.[I:10][C:11]1[CH:12]=[C:13]2[C:17](=[CH:18][CH:19]=1)[NH:16][N:15]=[CH:14]2.C([O-])([O-])=O.[Cs+].[Cs+].O. (5) Given the product [CH2:12]([C:19]1([N:26]([CH3:27])[CH3:28])[CH2:24][CH2:23][CH:22]([NH:11][CH2:10][C:3]2[C:4]3[C:9](=[CH:8][CH:7]=[CH:6][CH:5]=3)[NH:1][CH:2]=2)[CH2:21][CH2:20]1)[C:13]1[CH:18]=[CH:17][CH:16]=[CH:15][CH:14]=1, predict the reactants needed to synthesize it. The reactants are: [NH:1]1[C:9]2[C:4](=[CH:5][CH:6]=[CH:7][CH:8]=2)[C:3]([CH2:10][NH2:11])=[CH:2]1.[CH2:12]([C:19]1([N:26]([CH3:28])[CH3:27])[CH2:24][CH2:23][C:22](=O)[CH2:21][CH2:20]1)[C:13]1[CH:18]=[CH:17][CH:16]=[CH:15][CH:14]=1.C(O)(=O)C.C(O[BH-](OC(=O)C)OC(=O)C)(=O)C.[Na+]. (6) Given the product [CH2:1]([C@H:3]1[C@@H:7]([C:8]2[N:12]3[C:13]4[CH:19]=[CH:18][NH:17][C:14]=4[N:15]=[CH:16][C:11]3=[N:10][N:9]=2)[CH2:6][C@H:5]([CH2:30][CH2:31][C:32]#[N:33])[CH2:4]1)[CH3:2], predict the reactants needed to synthesize it. The reactants are: [CH2:1]([C@H:3]1[C@@H:7]([C:8]2[N:12]3[C:13]4[CH:19]=[CH:18][N:17](S(C5C=CC(C)=CC=5)(=O)=O)[C:14]=4[N:15]=[CH:16][C:11]3=[N:10][N:9]=2)[CH2:6][C@H:5]([CH2:30][CH2:31][C:32]#[N:33])[CH2:4]1)[CH3:2].[OH-].[Na+]. (7) Given the product [C:5]1([S:2]([CH:1]=[C:27]2[CH2:28][O:25][CH2:26]2)(=[O:4])=[O:3])[CH:10]=[CH:9][CH:8]=[CH:7][CH:6]=1, predict the reactants needed to synthesize it. The reactants are: [CH3:1][S:2]([C:5]1[CH:10]=[CH:9][CH:8]=[CH:7][CH:6]=1)(=[O:4])=[O:3].[Li]CCCC.P(Cl)(OCC)(OCC)=O.[O:25]1[CH2:28][C:27](=O)[CH2:26]1.